Dataset: Full USPTO retrosynthesis dataset with 1.9M reactions from patents (1976-2016). Task: Predict the reactants needed to synthesize the given product. (1) Given the product [C:29]([C:26]1[CH:27]=[CH:28][C:22]2[O:21][C:20]([C:18]3[CH:17]=[C:4]([CH:3]=[C:2]([NH:1][C:37](=[O:38])[C:36]4[CH:40]=[CH:41][CH:42]=[CH:43][C:35]=4[C:34]([F:33])([F:44])[F:45])[CH:19]=3)[C:5]([N:7]([C:9]3[CH:14]=[CH:13][CH:12]=[C:11]([Cl:15])[C:10]=3[CH3:16])[CH3:8])=[O:6])=[N:24][C:23]=2[CH:25]=1)([CH3:32])([CH3:31])[CH3:30], predict the reactants needed to synthesize it. The reactants are: [NH2:1][C:2]1[CH:3]=[C:4]([CH:17]=[C:18]([C:20]2[O:21][C:22]3[CH:28]=[CH:27][C:26]([C:29]([CH3:32])([CH3:31])[CH3:30])=[CH:25][C:23]=3[N:24]=2)[CH:19]=1)[C:5]([N:7]([C:9]1[CH:14]=[CH:13][CH:12]=[C:11]([Cl:15])[C:10]=1[CH3:16])[CH3:8])=[O:6].[F:33][C:34]([F:45])([F:44])[C:35]1[CH:43]=[CH:42][CH:41]=[CH:40][C:36]=1[C:37](Cl)=[O:38]. (2) Given the product [C:11]([C:10]1[CH:13]=[CH:14][C:7]([CH:6]([C:16]2[CH:23]=[CH:22][C:19]([C:20]#[N:21])=[CH:18][CH:17]=2)[N:1]2[CH:5]=[N:4][CH:3]=[N:2]2)=[CH:8][CH:9]=1)#[N:12], predict the reactants needed to synthesize it. The reactants are: [N:1]1([CH2:6][C:7]2[CH:14]=[CH:13][C:10]([C:11]#[N:12])=[CH:9][CH:8]=2)[CH:5]=[N:4][CH:3]=[N:2]1.F[C:16]1[CH:23]=[CH:22][C:19]([C:20]#[N:21])=[CH:18][CH:17]=1. (3) Given the product [CH3:11][C:12]1[C:17]([O:1][C:2]2[CH:6]=[C:5]([C:7]([F:10])([F:9])[F:8])[S:4][CH:3]=2)=[N:16][C:15]([CH2:18][NH:19][C:20]([CH:22]2[CH2:24][CH2:23]2)=[O:21])=[N:14][CH:13]=1, predict the reactants needed to synthesize it. The reactants are: [OH:1][C:2]1[CH:6]=[C:5]([C:7]([F:10])([F:9])[F:8])[S:4][CH:3]=1.[CH3:11][C:12]1[C:13](S(C)(=O)=O)=[N:14][C:15]([CH2:18][NH:19][C:20]([CH:22]2[CH2:24][CH2:23]2)=[O:21])=[N:16][CH:17]=1.C([O-])([O-])=O.[K+].[K+].O. (4) Given the product [C:20]1([O:19][CH2:18][CH2:17][CH2:16][C:7]2[C:6]3[C:10](=[C:2]([B:30]4[O:34][C:33]([CH3:36])([CH3:35])[C:32]([CH3:38])([CH3:37])[O:31]4)[CH:3]=[CH:4][CH:5]=3)[NH:9][C:8]=2[C:11]([O:13][CH2:14][CH3:15])=[O:12])[C:29]2[C:24](=[CH:25][CH:26]=[CH:27][CH:28]=2)[CH:23]=[CH:22][CH:21]=1, predict the reactants needed to synthesize it. The reactants are: Br[C:2]1[CH:3]=[CH:4][CH:5]=[C:6]2[C:10]=1[NH:9][C:8]([C:11]([O:13][CH2:14][CH3:15])=[O:12])=[C:7]2[CH2:16][CH2:17][CH2:18][O:19][C:20]1[C:29]2[C:24](=[CH:25][CH:26]=[CH:27][CH:28]=2)[CH:23]=[CH:22][CH:21]=1.[B:30]1([B:30]2[O:34][C:33]([CH3:36])([CH3:35])[C:32]([CH3:38])([CH3:37])[O:31]2)[O:34][C:33]([CH3:36])([CH3:35])[C:32]([CH3:38])([CH3:37])[O:31]1.C([O-])(=O)C.[K+].